From a dataset of Acute oral toxicity (LD50) regression data from Zhu et al.. Regression/Classification. Given a drug SMILES string, predict its toxicity properties. Task type varies by dataset: regression for continuous values (e.g., LD50, hERG inhibition percentage) or binary classification for toxic/non-toxic outcomes (e.g., AMES mutagenicity, cardiotoxicity, hepatotoxicity). Dataset: ld50_zhu. (1) The compound is COc1ccc2c3c1OC1C(O)C=CC4C(C2)[N+](C)([O-])CCC341. The rat oral LD50 is 2.29, given as -log10 of the dose in mol/kg body weight (higher means more acutely toxic). (2) The compound is OC(Cn1cncn1)(c1ccc(F)cc1)c1ccccc1F. The rat oral LD50 is 2.42, given as -log10 of the dose in mol/kg body weight (higher means more acutely toxic). (3) The compound is CCCOCCOC(=O)C1=C(C)NC(C)=C(C(=O)OCCOCCC)C1c1cccc([N+](=O)[O-])c1. The rat oral LD50 is 2.52, given as -log10 of the dose in mol/kg body weight (higher means more acutely toxic). (4) The compound is CNC(=O)ON=CC1(C)SC(C)C(C)S1. The rat oral LD50 is 5.00, given as -log10 of the dose in mol/kg body weight (higher means more acutely toxic).